From a dataset of Full USPTO retrosynthesis dataset with 1.9M reactions from patents (1976-2016). Predict the reactants needed to synthesize the given product. (1) Given the product [CH3:1][C:2]1[N:3]=[C:4]2[C:13]3[NH:12][C@H:11]([C:14]4[CH:19]=[CH:18][CH:17]=[CH:16][CH:15]=4)[C@@H:10]([OH:20])[C:9](=[CH2:22])[C:8]=3[CH:7]=[CH:6][N:5]2[C:23]=1[CH3:24], predict the reactants needed to synthesize it. The reactants are: [CH3:1][C:2]1[N:3]=[C:4]2[C:13]3[NH:12][C@H:11]([C:14]4[CH:19]=[CH:18][CH:17]=[CH:16][CH:15]=4)[C@@H:10]([OH:20])[C@:9]([CH3:22])(O)[C:8]=3[CH:7]=[CH:6][N:5]2[C:23]=1[CH3:24].S(=O)(=O)(O)O.C(=O)([O-])O.[Na+]. (2) Given the product [Cl:35][C:36]1[CH:37]=[CH:38][C:39]([O:70][C:71]2[CH:72]=[CH:73][CH:74]=[CH:75][CH:76]=2)=[C:40]([NH:42][C:43](=[O:69])[NH:44][C:45]2[CH:46]=[CH:47][C:48]([C:51]3[CH:59]=[C:58]4[C:54]([CH2:55][N:56]([C@@H:61]([CH:66]([CH3:68])[CH3:67])[C:62]([OH:64])=[O:63])[C:57]4=[O:60])=[CH:53][CH:52]=3)=[CH:49][CH:50]=2)[CH:41]=1, predict the reactants needed to synthesize it. The reactants are: FC1C=CC(NC(=O)NC2C=CC(C3C=C4C(CN([C@@H](C(C)C)C(O)=O)C4=O)=CC=3)=CC=2)=CC=1.[Cl:35][C:36]1[CH:37]=[CH:38][C:39]([O:70][C:71]2[CH:76]=[CH:75][CH:74]=[CH:73][CH:72]=2)=[C:40]([NH:42][C:43](=[O:69])[NH:44][C:45]2[CH:50]=[CH:49][C:48]([C:51]3[CH:59]=[C:58]4[C:54]([CH2:55][N:56]([C@@H:61]([CH:66]([CH3:68])[CH3:67])[C:62]([O:64]C)=[O:63])[C:57]4=[O:60])=[CH:53][CH:52]=3)=[CH:47][CH:46]=2)[CH:41]=1. (3) The reactants are: [BH4-].[Na+].[Cl:3][C:4]1[C:9]([F:10])=[CH:8][CH:7]=[C:6]([Cl:11])[C:5]=1[C:12](=[O:14])[CH3:13].Cl. Given the product [Cl:3][C:4]1[C:9]([F:10])=[CH:8][CH:7]=[C:6]([Cl:11])[C:5]=1[CH:12]([OH:14])[CH3:13], predict the reactants needed to synthesize it. (4) Given the product [Cl:1][C:2]1[CH:13]=[CH:12][C:5]([CH2:6][N:7]2[CH:11]=[CH:10][CH:9]=[N+:8]2[O-:17])=[CH:4][C:3]=1[F:14], predict the reactants needed to synthesize it. The reactants are: [Cl:1][C:2]1[CH:13]=[CH:12][C:5]([CH2:6][N:7]2[CH:11]=[CH:10][CH:9]=[N:8]2)=[CH:4][C:3]=1[F:14].NC(N)=[O:17].[H][H].FC(F)(F)C(OC(=O)C(F)(F)F)=O. (5) Given the product [CH2:1]1[C:9]2[CH:8]=[C:7]([CH:10]=[O:11])[N:6]=[CH:5][C:4]=2[CH2:3][O:2]1, predict the reactants needed to synthesize it. The reactants are: [CH2:1]1[C:9]2[CH:8]=[C:7]([CH2:10][OH:11])[N:6]=[CH:5][C:4]=2[CH2:3][O:2]1. (6) Given the product [CH3:21][O:20][C:18]1[CH:17]=[CH:16][N:15]=[C:14]([C:1]2[NH:2][C:3](=[O:11])[C:4]3[C:5]([CH:10]=2)=[CH:6][CH:7]=[CH:8][CH:9]=3)[CH:19]=1, predict the reactants needed to synthesize it. The reactants are: [CH3:1][NH:2][C:3](=[O:11])[C:4]1[CH:9]=[CH:8][CH:7]=[CH:6][C:5]=1[CH3:10].C([C:14]1[CH:19]=[C:18]([O:20][CH3:21])[CH:17]=[CH:16][N:15]=1)#N.